This data is from Catalyst prediction with 721,799 reactions and 888 catalyst types from USPTO. The task is: Predict which catalyst facilitates the given reaction. (1) Reactant: [Br:1][C:2]1[C:6]([N+:7]([O-:9])=[O:8])=[C:5](Br)[N:4]([CH2:11][C:12]2[CH:17]=[CH:16][CH:15]=[C:14]([CH2:18][N:19]3[C:23](Br)=[C:22]([N+:25]([O-:27])=[O:26])[C:21]([Br:28])=[N:20]3)[CH:13]=2)[N:3]=1.[CH2:29]([NH2:36])[C:30]1[CH:35]=[CH:34][CH:33]=[CH:32][CH:31]=1.O. Product: [CH2:29]([NH:36][C:23]1[N:19]([CH2:18][C:14]2[CH:15]=[CH:16][CH:17]=[C:12]([CH2:11][N:4]3[C:5]([NH:4][CH2:11][C:12]4[CH:17]=[CH:16][CH:15]=[CH:14][CH:13]=4)=[C:6]([N+:7]([O-:9])=[O:8])[C:2]([Br:1])=[N:3]3)[CH:13]=2)[N:20]=[C:21]([Br:28])[C:22]=1[N+:25]([O-:27])=[O:26])[C:30]1[CH:35]=[CH:34][CH:33]=[CH:32][CH:31]=1. The catalyst class is: 259. (2) The catalyst class is: 75. Product: [Cl:12][C:8]1[CH:9]=[CH:10][CH:11]=[C:2]([CH:13]2[CH2:17][CH2:16][CH2:15][CH2:14]2)[C:3]=1[C:4]([O:6][CH3:7])=[O:5]. Reactant: Br[C:2]1[CH:11]=[CH:10][CH:9]=[C:8]([Cl:12])[C:3]=1[C:4]([O:6][CH3:7])=[O:5].[C:13]1(B2OC(C)(C)C(C)(C)O2)[CH2:17][CH2:16][CH2:15][CH:14]=1.C([O-])([O-])=O.[Na+].[Na+].O1CCOCC1.O. (3) Reactant: [Cl:1][C:2]1[C:3]([N:13]2[CH2:18][CH2:17][NH:16][CH2:15][CH2:14]2)=[N:4][CH:5]=[C:6]([CH:12]=1)[C:7]([O:9][CH2:10][CH3:11])=[O:8].[F:19][C:20]1[CH:25]=[CH:24][C:23]([S:26]([N:29]=[C:30]=[O:31])(=[O:28])=[O:27])=[CH:22][CH:21]=1. The catalyst class is: 2. Product: [Cl:1][C:2]1[C:3]([N:13]2[CH2:18][CH2:17][N:16]([C:30]([NH:29][S:26]([C:23]3[CH:24]=[CH:25][C:20]([F:19])=[CH:21][CH:22]=3)(=[O:27])=[O:28])=[O:31])[CH2:15][CH2:14]2)=[N:4][CH:5]=[C:6]([CH:12]=1)[C:7]([O:9][CH2:10][CH3:11])=[O:8]. (4) Reactant: Cl[C:2]1[N:10]=[CH:9][N:8]=[C:7]2[C:3]=1[N:4]=[CH:5][N:6]2[CH:11]1[CH2:15][CH2:14][CH2:13][O:12]1.ClC1N=CN=C2C=1NC=N2.[OH:26][C:27]1[CH:34]=[CH:33][CH:32]=[CH:31][C:28]=1[CH2:29][NH2:30].C(N(CC)CC)C. Product: [OH:26][C:27]1[CH:34]=[CH:33][CH:32]=[CH:31][C:28]=1[CH2:29][NH:30][C:2]1[N:10]=[CH:9][N:8]=[C:7]2[C:3]=1[N:4]=[CH:5][N:6]2[CH:11]1[CH2:15][CH2:14][CH2:13][O:12]1. The catalyst class is: 259.